From a dataset of Full USPTO retrosynthesis dataset with 1.9M reactions from patents (1976-2016). Predict the reactants needed to synthesize the given product. (1) Given the product [Cl:12][C:4]1[CH:3]=[C:2]([B:16]2[O:17][C:18]([CH3:20])([CH3:19])[C:14]([CH3:30])([CH3:13])[O:15]2)[CH:7]=[CH:6][C:5]=1[O:8][CH:9]([F:11])[F:10], predict the reactants needed to synthesize it. The reactants are: Br[C:2]1[CH:7]=[CH:6][C:5]([O:8][CH:9]([F:11])[F:10])=[C:4]([Cl:12])[CH:3]=1.[CH3:13][C:14]1([CH3:30])[C:18]([CH3:20])([CH3:19])[O:17][B:16]([B:16]2[O:17][C:18]([CH3:20])([CH3:19])[C:14]([CH3:30])([CH3:13])[O:15]2)[O:15]1.C([O-])(=O)C.[K+]. (2) Given the product [Br:8][C:9]1[CH:15]=[CH:14][C:12]([NH:13][C:25](=[O:26])[CH2:24][CH2:23][C:19]2[CH:20]=[CH:21][CH:22]=[C:17]([Cl:16])[CH:18]=2)=[CH:11][CH:10]=1, predict the reactants needed to synthesize it. The reactants are: C(N(CC)CC)C.[Br:8][C:9]1[CH:15]=[CH:14][C:12]([NH2:13])=[CH:11][CH:10]=1.[Cl:16][C:17]1[CH:18]=[C:19]([CH2:23][CH2:24][C:25](O)=[O:26])[CH:20]=[CH:21][CH:22]=1.CCN=C=NCCCN(C)C.C([O-])(O)=O.[Na+]. (3) Given the product [C:39]([C:36]1[C:37](=[O:38])[N:32]([CH2:31][C:30]2[CH:29]=[CH:28][C:27]([F:26])=[CH:53][CH:52]=2)[N:33]=[C:34]([C:43]2[CH:48]=[CH:47][C:46]([O:49][CH3:50])=[C:45]([F:51])[CH:44]=2)[CH:35]=1)([OH:41])=[O:40], predict the reactants needed to synthesize it. The reactants are: FC1C=C(F)C=CC=1C1C=C(COS(C)(=O)=O)C(=O)N(CC(C)C)N=1.[F:26][C:27]1[CH:53]=[CH:52][C:30]([CH2:31][N:32]2[C:37](=[O:38])[C:36]([C:39]([O:41]C)=[O:40])=[CH:35][C:34]([C:43]3[CH:48]=[CH:47][C:46]([O:49][CH3:50])=[C:45]([F:51])[CH:44]=3)=[N:33]2)=[CH:29][CH:28]=1. (4) Given the product [CH2:1]([O:8][C:9]([N:11]1[CH2:15][CH2:14][CH2:13][CH:12]1[C:16](=[O:18])[NH2:23])=[O:10])[C:2]1[CH:7]=[CH:6][CH:5]=[CH:4][CH:3]=1, predict the reactants needed to synthesize it. The reactants are: [CH2:1]([O:8][C:9]([N:11]1[CH2:15][CH2:14][CH2:13][CH:12]1[C:16]([OH:18])=O)=[O:10])[C:2]1[CH:7]=[CH:6][CH:5]=[CH:4][CH:3]=1.O=S(Cl)Cl.[NH3:23]. (5) Given the product [NH:10]1[CH:14]=[CH:13][CH:12]=[C:11]1[CH2:15][N:1]1[CH2:9][CH2:8][N:7]([CH2:15][C:11]2[NH:10][CH:14]=[CH:13][CH:12]=2)[CH2:6][CH2:5][N:4]([CH2:15][C:11]2[NH:10][CH:14]=[CH:13][CH:12]=2)[CH2:3][CH2:2]1, predict the reactants needed to synthesize it. The reactants are: [NH:1]1[CH2:9][CH2:8][NH:7][CH2:6][CH2:5][NH:4][CH2:3][CH2:2]1.[NH:10]1[CH:14]=[CH:13][CH:12]=[C:11]1[CH:15]=O. (6) Given the product [CH3:22][C:5]([O:14][C:15]1[CH:16]=[CH:17][C:18]([CH3:21])=[CH:19][CH:20]=1)([CH2:6][C:7]1[CH:8]=[CH:9][C:10]([O:13][CH2:36][CH2:35][C:26]2[N:27]=[C:28]([C:30]3[S:31][CH:32]=[CH:33][CH:34]=3)[O:29][C:25]=2[CH3:24])=[CH:11][CH:12]=1)[C:4]([OH:3])=[O:23], predict the reactants needed to synthesize it. The reactants are: C([O:3][C:4](=[O:23])[C:5]([CH3:22])([O:14][C:15]1[CH:20]=[CH:19][C:18]([CH3:21])=[CH:17][CH:16]=1)[CH2:6][C:7]1[CH:12]=[CH:11][C:10]([OH:13])=[CH:9][CH:8]=1)C.[CH3:24][C:25]1[O:29][C:28]([C:30]2[S:31][CH:32]=[CH:33][CH:34]=2)=[N:27][C:26]=1[CH2:35][CH2:36]OS(C1C=CC(C)=CC=1)(=O)=O. (7) Given the product [N:24]1([CH2:1][C:3]2[CH:8]=[CH:7][C:6]([C:9]#[C:10][CH2:11][CH2:12][O:13][S:14]([C:17]3[CH:22]=[CH:21][C:20]([CH3:23])=[CH:19][CH:18]=3)(=[O:16])=[O:15])=[CH:5][CH:4]=2)[CH2:29][CH2:28][CH2:27][CH2:26][CH2:25]1, predict the reactants needed to synthesize it. The reactants are: [CH:1]([C:3]1[CH:8]=[CH:7][C:6]([C:9]#[C:10][CH2:11][CH2:12][O:13][S:14]([C:17]2[CH:22]=[CH:21][C:20]([CH3:23])=[CH:19][CH:18]=2)(=[O:16])=[O:15])=[CH:5][CH:4]=1)=O.[NH:24]1[CH2:29][CH2:28][CH2:27][CH2:26][CH2:25]1.C(O[BH-](OC(=O)C)OC(=O)C)(=O)C.[Na+].[OH-].[Na+]. (8) Given the product [Cl:14][C:10]1[CH:9]=[C:8]([NH:7][C:4]2[C:3]([C:15]([NH2:17])=[O:16])=[C:2]([NH:1][CH2:31][C:30]3[CH:29]=[CH:28][C:27]([O:26][C:23]4[CH:22]=[CH:21][C:20]([C:19]([F:36])([F:18])[F:35])=[CH:25][N:24]=4)=[CH:34][CH:33]=3)[NH:6][N:5]=2)[CH:13]=[CH:12][CH:11]=1, predict the reactants needed to synthesize it. The reactants are: [NH2:1][C:2]1[NH:6][N:5]=[C:4]([NH:7][C:8]2[CH:13]=[CH:12][CH:11]=[C:10]([Cl:14])[CH:9]=2)[C:3]=1[C:15]([NH2:17])=[O:16].[F:18][C:19]([F:36])([F:35])[C:20]1[CH:21]=[CH:22][C:23]([O:26][C:27]2[CH:34]=[CH:33][C:30]([CH:31]=O)=[CH:29][CH:28]=2)=[N:24][CH:25]=1.[BH4-].[Na+]. (9) Given the product [C:29]1(=[CH:37][C:33]2[S:34][CH:35]=[CH:36][C:32]=2[CH3:31])[CH2:26][CH2:25]1, predict the reactants needed to synthesize it. The reactants are: [Br-].BrCCC[P+](C1C=CC=CC=1)(C1C=CC=CC=1)C1C=CC=CC=1.[CH3:25][C:26]([CH3:29])([O-])C.[K+].[CH3:31][C:32]1[CH:36]=[CH:35][S:34][C:33]=1[CH:37]=O. (10) The reactants are: [CH3:1][O:2][C:3](=[O:29])/[CH:4]=[CH:5]/[C:6]1[CH:27]=[C:26]2[C:9]([C:10](=[O:28])[CH2:11][C:12]3([O:25]2)[CH2:17][CH2:16][N:15](C(OC(C)(C)C)=O)[CH2:14][CH2:13]3)=[CH:8][CH:7]=1.Cl.COC(=O)/C=C/C1C=C2C(=CC=1)OC1(CCNCC1)CC2=O. Given the product [CH3:1][O:2][C:3](=[O:29])/[CH:4]=[CH:5]/[C:6]1[CH:27]=[C:26]2[C:9]([C:10](=[O:28])[CH2:11][C:12]3([O:25]2)[CH2:13][CH2:14][NH:15][CH2:16][CH2:17]3)=[CH:8][CH:7]=1, predict the reactants needed to synthesize it.